The task is: Predict which catalyst facilitates the given reaction.. This data is from Catalyst prediction with 721,799 reactions and 888 catalyst types from USPTO. (1) Product: [CH3:11][C:10]1[C:19]2[C:14](=[CH:15][CH:16]=[CH:17][CH:18]=2)[C:13](=[O:21])[NH:12][CH:9]=1. Reactant: C(N(CC)CC)C.[Cl-].[CH2:9]([NH:12][C:13](=[O:21])[C:14]1[CH:19]=[CH:18][CH:17]=[CH:16][C:15]=1I)[CH:10]=[CH2:11]. The catalyst class is: 416. (2) Reactant: C([Si](C)(C)[O:6][C:7]1[CH:42]=[CH:41][C:10]2[N:11]([CH2:30][C:31]3[CH:36]=[CH:35][C:34]([O:37][CH2:38][CH2:39][Cl:40])=[CH:33][CH:32]=3)[CH2:12][CH:13]([C:16]3[CH:21]=[CH:20][C:19]([O:22][Si](C(C)(C)C)(C)C)=[CH:18][CH:17]=3)[CH2:14][O:15][C:9]=2[CH:8]=1)(C)(C)C.Cl. Product: [Cl:40][CH2:39][CH2:38][O:37][C:34]1[CH:33]=[CH:32][C:31]([CH2:30][N:11]2[C:10]3[CH:41]=[CH:42][C:7]([OH:6])=[CH:8][C:9]=3[O:15][CH2:14][CH:13]([C:16]3[CH:17]=[CH:18][C:19]([OH:22])=[CH:20][CH:21]=3)[CH2:12]2)=[CH:36][CH:35]=1. The catalyst class is: 92. (3) Reactant: [O:1]1CCO[CH:2]1[C:6]1[CH:11]=[CH:10][C:9]([O:12][C:13]2[CH:25]=[C:24]([C:26]([F:29])([F:28])[F:27])[C:16]3[NH:17][C:18]([C:20]([F:23])([F:22])[F:21])=[N:19][C:15]=3[CH:14]=2)=[CH:8][CH:7]=1.CC1C=CC(S(O)(=O)=O)=CC=1. Product: [F:23][C:20]([F:21])([F:22])[C:18]1[NH:19][C:15]2[CH:14]=[C:13]([O:12][C:9]3[CH:10]=[CH:11][C:6]([CH:2]=[O:1])=[CH:7][CH:8]=3)[CH:25]=[C:24]([C:26]([F:29])([F:28])[F:27])[C:16]=2[N:17]=1. The catalyst class is: 21. (4) Reactant: [Cl:1][C:2]1[CH:3]=[CH:4][C:5]([F:28])=[C:6]([C:8]2[O:12][N:11]=[C:10]([CH2:13][S:14][C:15]3[N:19]([CH2:20][CH2:21]O)[C:18]([C:23]4[S:24][CH:25]=[CH:26][CH:27]=4)=[N:17][N:16]=3)[N:9]=2)[CH:7]=1.CCN(S(F)(F)[F:35])CC. Product: [Cl:1][C:2]1[CH:3]=[CH:4][C:5]([F:28])=[C:6]([C:8]2[O:12][N:11]=[C:10]([CH2:13][S:14][C:15]3[N:19]([CH2:20][CH2:21][F:35])[C:18]([C:23]4[S:24][CH:25]=[CH:26][CH:27]=4)=[N:17][N:16]=3)[N:9]=2)[CH:7]=1. The catalyst class is: 1. (5) Reactant: [CH3:1][N:2]([CH3:28])[C:3]([C:5]1[C:15]([CH2:16][CH2:17][C@H:18]([C:20]2[CH:25]=[CH:24][CH:23]=[CH:22][C:21]=2[F:26])O)=[C:14]([OH:27])[C:8]2[N:9]=[C:10]([CH3:13])[N:11]([CH3:12])[C:7]=2[CH:6]=1)=[O:4].C1(P(C2C=CC=CC=2)C2C=CC=CC=2)C=CC=CC=1.CC(OC(/N=N/C(OC(C)C)=O)=O)C. The catalyst class is: 7. Product: [CH3:1][N:2]([CH3:28])[C:3]([C:5]1[C:15]2[CH2:16][CH2:17][C@@H:18]([C:20]3[CH:25]=[CH:24][CH:23]=[CH:22][C:21]=3[F:26])[O:27][C:14]=2[C:8]2[N:9]=[C:10]([CH3:13])[N:11]([CH3:12])[C:7]=2[CH:6]=1)=[O:4].